Dataset: Forward reaction prediction with 1.9M reactions from USPTO patents (1976-2016). Task: Predict the product of the given reaction. (1) Given the reactants [CH:1]1([N:7]2[C:12](=[O:13])[CH:11]=[CH:10][C:9]([C:14]([O:16]C)=[O:15])=[CH:8]2)[CH2:6][CH2:5][CH2:4][CH2:3][CH2:2]1.[Li+].[OH-], predict the reaction product. The product is: [CH:1]1([N:7]2[C:12](=[O:13])[CH:11]=[CH:10][C:9]([C:14]([OH:16])=[O:15])=[CH:8]2)[CH2:2][CH2:3][CH2:4][CH2:5][CH2:6]1. (2) Given the reactants [CH3:1][C:2]([O:41][CH2:42][C@H:43]1[CH2:45][O:44]1)([CH3:40])[CH2:3][N:4]1[CH:8]=[CH:7][C:6]([NH:9][C:10]([CH:12]2[CH:16]([C:17]3[CH:22]=[CH:21][CH:20]=[C:19]([Cl:23])[C:18]=3[F:24])[C:15]([C:27]3[CH:32]=[CH:31][C:30]([Cl:33])=[CH:29][C:28]=3[F:34])([C:25]#[N:26])[CH:14]([CH2:35][C:36]([CH3:39])([CH3:38])[CH3:37])[NH:13]2)=[O:11])=[N:5]1.[CH3:46][NH:47][CH3:48], predict the reaction product. The product is: [CH3:46][N:47]([CH3:48])[CH2:45][C@@H:43]([OH:44])[CH2:42][O:41][C:2]([CH3:1])([CH3:40])[CH2:3][N:4]1[CH:8]=[CH:7][C:6]([NH:9][C:10]([CH:12]2[CH:16]([C:17]3[CH:22]=[CH:21][CH:20]=[C:19]([Cl:23])[C:18]=3[F:24])[C:15]([C:27]3[CH:32]=[CH:31][C:30]([Cl:33])=[CH:29][C:28]=3[F:34])([C:25]#[N:26])[CH:14]([CH2:35][C:36]([CH3:37])([CH3:39])[CH3:38])[NH:13]2)=[O:11])=[N:5]1. (3) Given the reactants ClC1C=CC=C(C(OO)=[O:9])C=1.[Br:12][C:13]1[C:22]([CH3:23])=[CH:21][CH:20]=[C:19]2[C:14]=1[CH:15]=[CH:16][CH:17]=[N:18]2, predict the reaction product. The product is: [Br:12][C:13]1[C:22]([CH3:23])=[CH:21][CH:20]=[C:19]2[C:14]=1[CH:15]=[CH:16][CH:17]=[N+:18]2[O-:9]. (4) The product is: [NH2:8][C:4]1[N:5]=[CH:6][N:7]=[C:2]([NH:15][C@H:16]([C:19]2[N:28]([C:29]3[CH:30]=[CH:31][CH:32]=[CH:33][CH:34]=3)[C:27](=[O:35])[C:26]3[C:21](=[CH:22][CH:23]=[CH:24][C:25]=3[F:36])[N:20]=2)[CH2:17][CH3:18])[C:3]=1[C:9]1[N:10]=[N:11][N:12]([CH3:14])[N:13]=1. Given the reactants Cl[C:2]1[N:7]=[CH:6][N:5]=[C:4]([NH2:8])[C:3]=1[C:9]1[N:10]=[N:11][N:12]([CH3:14])[N:13]=1.[NH2:15][C@H:16]([C:19]1[N:28]([C:29]2[CH:34]=[CH:33][CH:32]=[CH:31][CH:30]=2)[C:27](=[O:35])[C:26]2[C:21](=[CH:22][CH:23]=[CH:24][C:25]=2[F:36])[N:20]=1)[CH2:17][CH3:18].CCN(C(C)C)C(C)C.CCOC(C)=O, predict the reaction product.